From a dataset of Forward reaction prediction with 1.9M reactions from USPTO patents (1976-2016). Predict the product of the given reaction. Given the reactants [C:1]([C:4]1[CH:5]=[C:6]([N:10]2[C:15](=[O:16])[C:14]([CH2:17][C:18]3[CH:23]=[CH:22][C:21]([C:24]4[C:25]([C:30]#[N:31])=[CH:26][CH:27]=[CH:28][CH:29]=4)=[CH:20][CH:19]=3)=[C:13]([CH2:32][CH2:33][CH3:34])[N:12]=[C:11]2[CH2:35][CH3:36])[CH:7]=[CH:8][CH:9]=1)(=[O:3])[CH3:2].[CH3:37][Li].[Cl-].[NH4+], predict the reaction product. The product is: [CH2:35]([C:11]1[N:10]([C:6]2[CH:7]=[CH:8][CH:9]=[C:4]([C:1]([OH:3])([CH3:37])[CH3:2])[CH:5]=2)[C:15](=[O:16])[C:14]([CH2:17][C:18]2[CH:23]=[CH:22][C:21]([C:24]3[C:25]([C:30]#[N:31])=[CH:26][CH:27]=[CH:28][CH:29]=3)=[CH:20][CH:19]=2)=[C:13]([CH2:32][CH2:33][CH3:34])[N:12]=1)[CH3:36].